From a dataset of Full USPTO retrosynthesis dataset with 1.9M reactions from patents (1976-2016). Predict the reactants needed to synthesize the given product. (1) The reactants are: Cl.Cl.Cl.[NH:4]1[CH2:9][CH2:8][CH:7]([N:10]2[CH2:13][C:12]([CH2:36][C:37]#[N:38])([N:14]3[CH:18]=[CH:17][C:16]([C:19]4[C:20]5[CH:27]=[CH:26][N:25](COCC[Si](C)(C)C)[C:21]=5[N:22]=[CH:23][N:24]=4)=[CH:15]3)[CH2:11]2)[CH2:6][CH2:5]1.[F:39][C:40]([F:50])([F:49])[C:41]1[N:42]=[C:43]([C:46](O)=[O:47])[S:44][CH:45]=1. Given the product [N:22]1[C:21]2[NH:25][CH:26]=[CH:27][C:20]=2[C:19]([C:16]2[CH:17]=[CH:18][N:14]([C:12]3([CH2:36][C:37]#[N:38])[CH2:11][N:10]([CH:7]4[CH2:8][CH2:9][N:4]([C:46]([C:43]5[S:44][CH:45]=[C:41]([C:40]([F:49])([F:39])[F:50])[N:42]=5)=[O:47])[CH2:5][CH2:6]4)[CH2:13]3)[CH:15]=2)=[N:24][CH:23]=1, predict the reactants needed to synthesize it. (2) Given the product [Cl:11][C:12]1[CH:17]=[CH:16][C:15]([S:18]([CH2:2][C:3]2[CH:8]=[C:7]([F:9])[CH:6]=[CH:5][C:4]=2[F:10])(=[O:20])=[O:19])=[CH:14][CH:13]=1, predict the reactants needed to synthesize it. The reactants are: Br[CH2:2][C:3]1[CH:8]=[C:7]([F:9])[CH:6]=[CH:5][C:4]=1[F:10].[Cl:11][C:12]1[CH:17]=[CH:16][C:15]([S:18]([O-:20])=[O:19])=[CH:14][CH:13]=1.[Na+]. (3) Given the product [C:22]1([C:28]2[CH:36]=[CH:35][CH:34]=[CH:33][C:29]=2[CH2:30][Mg:31][Br:32])[CH:23]=[CH:24][CH:25]=[CH:26][CH:27]=1.[C:43]1([C:37]2[CH:38]=[CH:39][CH:40]=[CH:41][CH:42]=2)[CH:50]=[CH:49][CH:48]=[CH:47][C:44]=1[CH2:45][C:14]([CH:10]1[O:11][CH2:12][CH2:13][N:8]([CH2:7][C:1]2[CH:2]=[CH:3][CH:4]=[CH:5][CH:6]=2)[CH2:9]1)([CH:16]1[CH2:21][CH2:20][O:19][CH2:18][CH2:17]1)[OH:15], predict the reactants needed to synthesize it. The reactants are: [C:1]1([CH2:7][N:8]2[CH2:13][CH2:12][O:11][CH:10]([C:14]([CH:16]3[CH2:21][CH2:20][O:19][CH2:18][CH2:17]3)=[O:15])[CH2:9]2)[CH:6]=[CH:5][CH:4]=[CH:3][CH:2]=1.[C:22]1([C:28]2[CH:36]=[CH:35][CH:34]=[CH:33][C:29]=2[CH2:30][Mg:31][Br:32])[CH:27]=[CH:26][CH:25]=[CH:24][CH:23]=1.[C:37]1([C:43]2[CH:50]=[CH:49][CH:48]=[CH:47][C:44]=2[CH2:45]Br)[CH:42]=[CH:41][CH:40]=[CH:39][CH:38]=1. (4) Given the product [C:1]([O:5][C:6]([N:8]1[CH2:12][CH2:11][C@H:10]([OH:13])[C@H:9]1[CH2:14][OH:15])=[O:7])([CH3:4])([CH3:3])[CH3:2], predict the reactants needed to synthesize it. The reactants are: [C:1]([O:5][C:6]([N:8]1[CH2:12][CH2:11][CH:10]([OH:13])[CH:9]1[C:14](O)=[O:15])=[O:7])([CH3:4])([CH3:3])[CH3:2].Cl. (5) Given the product [CH2:1]([N:8]1[C:12]2[CH:13]=[CH:14][C:15]([NH:19][C:20]3[CH:32]=[CH:31][C:30]([Cl:33])=[CH:29][C:21]=3[C:22]([O:24][C:25]([CH3:28])([CH3:26])[CH3:27])=[O:23])=[CH:16][C:11]=2[O:10][C:9]1=[O:18])[C:2]1[CH:7]=[CH:6][CH:5]=[CH:4][CH:3]=1, predict the reactants needed to synthesize it. The reactants are: [CH2:1]([N:8]1[C:12]2[CH:13]=[CH:14][C:15](Br)=[CH:16][C:11]=2[O:10][C:9]1=[O:18])[C:2]1[CH:7]=[CH:6][CH:5]=[CH:4][CH:3]=1.[NH2:19][C:20]1[CH:32]=[CH:31][C:30]([Cl:33])=[CH:29][C:21]=1[C:22]([O:24][C:25]([CH3:28])([CH3:27])[CH3:26])=[O:23].C(=O)([O-])[O-].[Cs+].[Cs+].C1(C)C=CC=CC=1. (6) Given the product [CH2:34]([O:36][C:37]1[C:46]([O:47][CH3:48])=[CH:45][C:44]2[C:43]([C:49]3[CH:50]=[CH:51][C:52]([C:53]([N:30]4[CH2:31][CH2:32][CH:27]([N:12]5[C:13](=[O:26])[C:14]6[S:18][C:17]([C:19]7[CH:24]=[CH:23][CH:22]=[CH:21][C:20]=7[F:25])=[CH:16][C:15]=6[N:10]([CH2:9][C:6]6[N:7]=[N:8][N:4]([CH2:2][CH3:3])[N:5]=6)[C:11]5=[O:33])[CH2:28][CH2:29]4)=[O:54])=[CH:56][CH:57]=3)=[N:42][C@@H:41]3[CH2:58][CH2:59][S:60][CH2:61][C@@H:40]3[C:39]=2[CH:38]=1)[CH3:35], predict the reactants needed to synthesize it. The reactants are: Cl.[CH2:2]([N:4]1[N:8]=[N:7][C:6]([CH2:9][N:10]2[C:15]3[CH:16]=[C:17]([C:19]4[CH:24]=[CH:23][CH:22]=[CH:21][C:20]=4[F:25])[S:18][C:14]=3[C:13](=[O:26])[N:12]([CH:27]3[CH2:32][CH2:31][NH:30][CH2:29][CH2:28]3)[C:11]2=[O:33])=[N:5]1)[CH3:3].[CH2:34]([O:36][C:37]1[C:46]([O:47][CH3:48])=[CH:45][C:44]2[C:43]([C:49]3[CH:57]=[CH:56][C:52]([C:53](O)=[O:54])=[CH:51][CH:50]=3)=[N:42][C@@H:41]3[CH2:58][CH2:59][S:60][CH2:61][C@@H:40]3[C:39]=2[CH:38]=1)[CH3:35].CN(C(ON1N=NC2C=CC=CC1=2)=[N+](C)C)C.F[P-](F)(F)(F)(F)F.CCN(C(C)C)C(C)C. (7) The reactants are: [CH2:1]([N:8]1[CH2:13][CH2:12][O:11][CH:10]([CH2:14][N:15]2[C:23]3[C:18](=[CH:19][CH:20]=[CH:21][CH:22]=3)[C:17]3([CH2:27][O:26][C:25]4[CH:28]=[C:29]5[C:33](=[CH:34][C:24]3=4)[CH2:32][CH2:31][O:30]5)[C:16]2=[O:35])[CH2:9]1)C1C=CC=CC=1.C(OCC)(=O)C. Given the product [CH3:1][N:8]1[CH2:13][CH2:12][O:11][CH:10]([CH2:14][N:15]2[C:23]3[C:18](=[CH:19][CH:20]=[CH:21][CH:22]=3)[C:17]3([CH2:27][O:26][C:25]4[CH:28]=[C:29]5[C:33](=[CH:34][C:24]3=4)[CH2:32][CH2:31][O:30]5)[C:16]2=[O:35])[CH2:9]1, predict the reactants needed to synthesize it. (8) Given the product [OH:42][C@@H:40]([CH3:41])[C@H:9]([NH:8][C:50](=[O:51])[CH2:49][N:46]1[CH2:47][CH2:48][O:43][CH2:44][CH2:45]1)[C:10]([NH:12][C@@H:13]([CH2:31][C:32]1[CH:37]=[CH:36][C:35]([O:38][CH3:39])=[CH:34][CH:33]=1)[C:14]([NH:16][C@@H:17]([CH2:24][C:25]1[CH:30]=[CH:29][CH:28]=[CH:27][CH:26]=1)[C:18]([C@@:20]1([CH3:23])[CH2:22][O:21]1)=[O:19])=[O:15])=[O:11], predict the reactants needed to synthesize it. The reactants are: OC(C(F)(F)F)=O.[NH2:8][C@@H:9]([C@@H:40]([OH:42])[CH3:41])[C:10]([NH:12][C@@H:13]([CH2:31][C:32]1[CH:37]=[CH:36][C:35]([O:38][CH3:39])=[CH:34][CH:33]=1)[C:14]([NH:16][C@@H:17]([CH2:24][C:25]1[CH:30]=[CH:29][CH:28]=[CH:27][CH:26]=1)[C:18]([C@@:20]1([CH3:23])[CH2:22][O:21]1)=[O:19])=[O:15])=[O:11].[O:43]1[CH2:48][CH2:47][N:46]([CH2:49][C:50](O)=[O:51])[CH2:45][CH2:44]1.CN(C(ON1N=NC2C=CC=NC1=2)=[N+](C)C)C.F[P-](F)(F)(F)(F)F.CCN(C(C)C)C(C)C.